From a dataset of Full USPTO retrosynthesis dataset with 1.9M reactions from patents (1976-2016). Predict the reactants needed to synthesize the given product. Given the product [C:1]([C:4]1[CH:5]=[C:6]([NH:10][N:11]([CH2:35][CH2:36][CH3:37])[C:12]([NH:14][C:15]2[CH:20]=[CH:19][C:18]([C:21]3[C:22]([S:27]([NH2:30])(=[O:29])=[O:28])=[CH:23][CH:24]=[CH:25][CH:26]=3)=[CH:17][CH:16]=2)=[O:13])[CH:7]=[CH:8][CH:9]=1)(=[NH:2])[NH2:3], predict the reactants needed to synthesize it. The reactants are: [C:1]([C:4]1[CH:5]=[C:6]([N:10](C(OC(C)(C)C)=O)[N:11]([CH2:35][CH2:36][CH3:37])[C:12]([NH:14][C:15]2[CH:20]=[CH:19][C:18]([C:21]3[C:22]([S:27]([NH:30]C(C)(C)C)(=[O:29])=[O:28])=[CH:23][CH:24]=[CH:25][CH:26]=3)=[CH:17][CH:16]=2)=[O:13])[CH:7]=[CH:8][CH:9]=1)(=[NH:3])[NH2:2].